Task: Predict the product of the given reaction.. Dataset: Forward reaction prediction with 1.9M reactions from USPTO patents (1976-2016) (1) The product is: [Cl:1][C:2]1[CH:3]=[CH:4][C:5]([C:6]([NH:8][C:9]2([C:12]([OH:14])=[O:13])[CH2:10][CH2:11]2)=[O:7])=[CH:17][CH:18]=1. Given the reactants [Cl:1][C:2]1[CH:18]=[CH:17][C:5]([C:6]([NH:8][C:9]2([C:12]([O:14]CC)=[O:13])[CH2:11][CH2:10]2)=[O:7])=[CH:4][CH:3]=1.[OH-].[Li+], predict the reaction product. (2) Given the reactants C(OC(=O)C[N:8]1[C:12]([C:13]2[CH:14]=[C:15]([CH3:19])[CH:16]=[CH:17][CH:18]=2)=[C:11]([C:20]2[CH:33]=[CH:32][C:23]3[N:24]([CH2:30][CH3:31])[C:25](=[O:29])[N:26]([CH2:27][CH3:28])[C:22]=3[CH:21]=2)[CH:10]=[N:9]1)(C)(C)C.Br[CH2:36][C:37](OC(C)(C)C)=[O:38].O.I([O-])(=O)(=O)=O.[Na+], predict the reaction product. The product is: [CH2:30]([N:24]1[C:23]2[CH:32]=[CH:33][C:20]([C:11]3[C:12]([C:13]4[CH:14]=[C:15]([CH3:19])[CH:16]=[CH:17][CH:18]=4)=[N:8][N:9]([CH2:36][CH:37]=[O:38])[CH:10]=3)=[CH:21][C:22]=2[N:26]([CH2:27][CH3:28])[C:25]1=[O:29])[CH3:31]. (3) The product is: [C:22]([O:26][C:27]([N:18]1[CH2:17][CH2:16][CH:15]([C:13]2[CH:12]=[CH:11][C:10]([NH2:21])=[C:9]([S:6]([CH3:5])(=[O:8])=[O:7])[CH:14]=2)[CH2:20][CH2:19]1)=[O:28])([CH3:25])([CH3:24])[CH3:23]. Given the reactants C(O)(=O)C.[CH3:5][S:6]([C:9]1[CH:14]=[C:13]([CH:15]2[CH2:20][CH2:19][NH:18][CH2:17][CH2:16]2)[CH:12]=[CH:11][C:10]=1[NH2:21])(=[O:8])=[O:7].[C:22]([O:26][C:27](=O)[O:28]C(C)(C)C)([CH3:25])([CH3:24])[CH3:23].C(=O)([O-])[O-].[Na+].[Na+], predict the reaction product. (4) Given the reactants Cl[C:2]1[CH:7]=[CH:6][C:5]([N+:8]([O-:10])=[O:9])=[CH:4][C:3]=1[O:11][CH:12]([F:14])[F:13].CC(C)([O-])C.[K+].[C:21]([N:28]1[CH2:33][CH2:32][CH:31]([OH:34])[CH2:30][CH2:29]1)([O:23][C:24]([CH3:27])([CH3:26])[CH3:25])=[O:22], predict the reaction product. The product is: [F:13][CH:12]([F:14])[O:11][C:3]1[CH:4]=[C:5]([N+:8]([O-:10])=[O:9])[CH:6]=[CH:7][C:2]=1[O:34][CH:31]1[CH2:30][CH2:29][N:28]([C:21]([O:23][C:24]([CH3:27])([CH3:26])[CH3:25])=[O:22])[CH2:33][CH2:32]1. (5) Given the reactants Cl[C:2]1[C:7]2[N:8]([CH2:11][C@H:12]3[CH2:17][CH2:16][C@H:15]([CH3:18])[CH2:14][CH2:13]3)[CH:9]=[N:10][C:6]=2[CH:5]=[C:4]([Cl:19])[N:3]=1.[Cl:20][C:21]1[CH:22]=[C:23](B(O)O)[CH:24]=[N:25][CH:26]=1.C(=O)([O-])[O-].[Cs+].[Cs+], predict the reaction product. The product is: [Cl:19][C:4]1[N:3]=[C:2]([C:23]2[CH:24]=[N:25][CH:26]=[C:21]([Cl:20])[CH:22]=2)[C:7]2[N:8]([CH2:11][C@H:12]3[CH2:17][CH2:16][C@H:15]([CH3:18])[CH2:14][CH2:13]3)[CH:9]=[N:10][C:6]=2[CH:5]=1. (6) Given the reactants [CH3:1][C:2]1([C:17]2[CH:18]=[C:19]([NH2:23])[CH:20]=[CH:21][CH:22]=2)[CH:7]2[CH:3]1[CH2:4][N:5]([CH2:8][CH2:9][CH2:10][C:11]1[CH:16]=[CH:15][CH:14]=[CH:13][CH:12]=1)[CH2:6]2.[C:24]1([S:30](Cl)(=[O:32])=[O:31])[CH:29]=[CH:28][CH:27]=[CH:26][CH:25]=1.[OH2:34].ClCCl, predict the reaction product. The product is: [C:21]([OH:31])(=[O:34])[CH3:22].[CH3:1][C:2]1([C:17]2[CH:18]=[C:19]([NH:23][S:30]([C:24]3[CH:29]=[CH:28][CH:27]=[CH:26][CH:25]=3)(=[O:32])=[O:31])[CH:20]=[CH:21][CH:22]=2)[CH:3]2[CH:7]1[CH2:6][N:5]([CH2:8][CH2:9][CH2:10][C:11]1[CH:16]=[CH:15][CH:14]=[CH:13][CH:12]=1)[CH2:4]2.